Dataset: Full USPTO retrosynthesis dataset with 1.9M reactions from patents (1976-2016). Task: Predict the reactants needed to synthesize the given product. Given the product [Br:8][C:6]1[C:5]([OH:9])=[N:4][C:3]([CH2:10][CH3:11])=[CH:2][CH:7]=1, predict the reactants needed to synthesize it. The reactants are: Br[C:2]1[C:3]([CH2:10][CH3:11])=[N:4][C:5]([OH:9])=[C:6]([Br:8])[CH:7]=1.[Li]CCCC.